From a dataset of Full USPTO retrosynthesis dataset with 1.9M reactions from patents (1976-2016). Predict the reactants needed to synthesize the given product. Given the product [Cl:7][CH2:9][CH2:13][N:12]1[CH2:14][CH2:15][N:18]2[C:19](=[O:20])[C:14]([N:12]3[CH:13]=[C:9]([CH3:8])[N:10]=[CH:11]3)=[CH:15][CH:16]=[C:17]2[C:21]1=[O:23], predict the reactants needed to synthesize it. The reactants are: C(=O)([O-])[O-].[K+].[K+].[ClH:7].[CH3:8][C:9]1[N:10]=[CH:11][N:12]([C:14]2[C:19](=[O:20])[NH:18][C:17]([C:21]([OH:23])=O)=[CH:16][CH:15]=2)[CH:13]=1.O.